From a dataset of Catalyst prediction with 721,799 reactions and 888 catalyst types from USPTO. Predict which catalyst facilitates the given reaction. (1) Reactant: [Br:1][C:2]1[S:6][C:5]([S:7](Cl)(=[O:9])=[O:8])=[CH:4][CH:3]=1.O.[NH3:12]. Product: [Br:1][C:2]1[S:6][C:5]([S:7]([NH2:12])(=[O:9])=[O:8])=[CH:4][CH:3]=1. The catalyst class is: 12. (2) Reactant: [N:1]1([C:7]2[N:8]=[CH:9][CH:10]=[C:11]3[CH2:15][CH2:14][O:13][C:12]=23)[CH2:6][CH2:5][NH:4][CH2:3][CH2:2]1.[C:16]([O:20][C:21](=[O:32])[NH:22][C@H:23]1[CH2:28][CH2:27][C@H:26]([CH2:29][CH:30]=O)[CH2:25][CH2:24]1)([CH3:19])([CH3:18])[CH3:17].C(N(CC)CC)C. Product: [C:16]([O:20][C:21](=[O:32])[NH:22][C@H:23]1[CH2:24][CH2:25][C@H:26]([CH2:29][CH2:30][N:4]2[CH2:3][CH2:2][N:1]([C:7]3[N:8]=[CH:9][CH:10]=[C:11]4[CH2:15][CH2:14][O:13][C:12]=34)[CH2:6][CH2:5]2)[CH2:27][CH2:28]1)([CH3:19])([CH3:18])[CH3:17]. The catalyst class is: 98. (3) Reactant: [NH2:1][C:2]1[CH:3]=[C:4]([C:8]#[C:9][C:10]2[CH:11]=[N:12][C:13]([NH2:16])=[N:14][CH:15]=2)[CH:5]=[CH:6][CH:7]=1.[F:17][C:18]1[CH:23]=[CH:22][C:21]([C:24]([F:27])([F:26])[F:25])=[CH:20][C:19]=1[N:28]=[C:29]=[O:30]. Product: [NH2:16][C:13]1[N:12]=[CH:11][C:10]([C:9]#[C:8][C:4]2[CH:3]=[C:2]([NH:1][C:29]([NH:28][C:19]3[CH:20]=[C:21]([C:24]([F:25])([F:27])[F:26])[CH:22]=[CH:23][C:18]=3[F:17])=[O:30])[CH:7]=[CH:6][CH:5]=2)=[CH:15][N:14]=1. The catalyst class is: 1. (4) Reactant: [CH3:1][C:2]1[CH:14]=[C:13]([CH2:15][NH:16][C:17]2[CH:18]=[C:19]([C:23]3[CH:28]=[CH:27][C:26]([C:29]([F:32])([F:31])[F:30])=[CH:25][CH:24]=3)[CH:20]=[CH:21][CH:22]=2)[CH:12]=[CH:11][C:3]=1[O:4][CH2:5][C:6]([O:8][CH2:9][CH3:10])=[O:7].[C:33](O)(=[O:37])[CH2:34][CH2:35][CH3:36].Cl.CN(C)CCCN=C=NCC.C(N(CC)CC)C.Cl. Product: [C:33]([N:16]([CH2:15][C:13]1[CH:12]=[CH:11][C:3]([O:4][CH2:5][C:6]([O:8][CH2:9][CH3:10])=[O:7])=[C:2]([CH3:1])[CH:14]=1)[C:17]1[CH:18]=[C:19]([C:23]2[CH:24]=[CH:25][C:26]([C:29]([F:31])([F:30])[F:32])=[CH:27][CH:28]=2)[CH:20]=[CH:21][CH:22]=1)(=[O:37])[CH2:34][CH2:35][CH3:36]. The catalyst class is: 2. (5) Reactant: [C:1]([O:5][C:6]([N:8]1[CH2:13][CH2:12][N:11]([C:14]2[CH:19]=[CH:18][CH:17]=[C:16](F)[C:15]=2[C:21]#[N:22])[CH2:10][CH2:9]1)=[O:7])([CH3:4])([CH3:3])[CH3:2].C(=O)(O)O.[NH2:27][C:28]([NH2:30])=[NH:29].O. Product: [C:1]([O:5][C:6]([N:8]1[CH2:13][CH2:12][N:11]([C:14]2[CH:19]=[CH:18][CH:17]=[C:16]3[C:15]=2[C:21]([NH2:22])=[N:27][C:28]([NH2:30])=[N:29]3)[CH2:10][CH2:9]1)=[O:7])([CH3:4])([CH3:3])[CH3:2]. The catalyst class is: 44.